Predict the product of the given reaction. From a dataset of Forward reaction prediction with 1.9M reactions from USPTO patents (1976-2016). (1) Given the reactants Cl.[CH3:2][O:3][C:4](=[O:14])[C@@H:5]([CH2:7][C:8]1[CH:13]=[CH:12][CH:11]=[CH:10][CH:9]=1)[NH2:6].C(N(C(C)C)C(C)C)C.[CH3:24][S:25](O[S:25]([CH3:24])(=[O:27])=[O:26])(=[O:27])=[O:26], predict the reaction product. The product is: [CH3:2][O:3][C:4](=[O:14])[C@H:5]([NH:6][S:25]([CH3:24])(=[O:27])=[O:26])[CH2:7][C:8]1[CH:13]=[CH:12][CH:11]=[CH:10][CH:9]=1. (2) Given the reactants [Br:1][C:2]1[CH:33]=[CH:32][C:5]([C:6]([O:8][CH:9]2[C:13]3[N:14]=[CH:15][N:16]=[C:17]([N:18]4[CH2:23][CH2:22][N:21]([C:24]([O:26][C:27]([CH3:30])([CH3:29])[CH3:28])=[O:25])[CH2:20][CH2:19]4)[C:12]=3[C@H:11]([CH3:31])[CH2:10]2)=[O:7])=[CH:4][CH:3]=1, predict the reaction product. The product is: [Br:1][C:2]1[CH:33]=[CH:32][C:5]([C:6]([O:8][C@H:9]2[C:13]3[N:14]=[CH:15][N:16]=[C:17]([N:18]4[CH2:19][CH2:20][N:21]([C:24]([O:26][C:27]([CH3:28])([CH3:30])[CH3:29])=[O:25])[CH2:22][CH2:23]4)[C:12]=3[C@H:11]([CH3:31])[CH2:10]2)=[O:7])=[CH:4][CH:3]=1. (3) Given the reactants [H-].[Na+].[Cl:3][C:4]1[CH:12]=[CH:11][CH:10]=[C:9]2[C:5]=1[CH:6]=[CH:7][NH:8]2.[CH3:13]I, predict the reaction product. The product is: [Cl:3][C:4]1[CH:12]=[CH:11][CH:10]=[C:9]2[C:5]=1[CH:6]=[CH:7][N:8]2[CH3:13]. (4) Given the reactants [CH3:1][O:2][C:3]([C:5]1[N:6]=[C:7]2[N:18]([CH2:19][CH2:20][N:21]3[CH2:26][CH2:25][N:24](C(OC(C)(C)C)=O)[CH2:23][CH2:22]3)[C:17]3[CH:34]=[CH:35][CH:36]=[CH:37][C:16]=3[N:8]2[C:9](=[O:15])[C:10]=1[O:11][C:12](=[O:14])[CH3:13])=[O:4].FC(F)(F)C(O)=O, predict the reaction product. The product is: [CH3:1][O:2][C:3]([C:5]1[N:6]=[C:7]2[N:18]([CH2:19][CH2:20][N:21]3[CH2:22][CH2:23][NH:24][CH2:25][CH2:26]3)[C:17]3[CH:34]=[CH:35][CH:36]=[CH:37][C:16]=3[N:8]2[C:9](=[O:15])[C:10]=1[O:11][C:12](=[O:14])[CH3:13])=[O:4]. (5) Given the reactants [CH2:1]([O:8][C@:9]1([CH:37]=[CH2:38])[C@@H:13]([CH2:14][O:15][CH2:16][C:17]2[CH:22]=[CH:21][CH:20]=[CH:19][CH:18]=2)[O:12][C@@H:11]([N:23]2[CH:31]=[C:29]([CH3:30])[C:27](=[O:28])[NH:26][C:24]2=[O:25])[C@@H:10]1[O:32]S(C)(=O)=O)[C:2]1[CH:7]=[CH:6][CH:5]=[CH:4][CH:3]=1.O.[OH-].[Na+].Cl, predict the reaction product. The product is: [CH2:1]([O:8][C@:9]1([CH:37]=[CH2:38])[C@@H:13]([CH2:14][O:15][CH2:16][C:17]2[CH:22]=[CH:21][CH:20]=[CH:19][CH:18]=2)[O:12][C@@H:11]([N:23]2[CH:31]=[C:29]([CH3:30])[C:27](=[O:28])[NH:26][C:24]2=[O:25])[C@H:10]1[OH:32])[C:2]1[CH:3]=[CH:4][CH:5]=[CH:6][CH:7]=1. (6) The product is: [OH:18][C:15]1[CH:16]=[CH:17][C:12]([C:11]([NH:10][C:4]2[C:5]([O:8][CH3:9])=[N:6][CH:7]=[C:2]([B:20]3[O:24][C:23]([CH3:26])([CH3:25])[C:22]([CH3:28])([CH3:27])[O:21]3)[CH:3]=2)=[O:19])=[CH:13][CH:14]=1. Given the reactants Br[C:2]1[CH:3]=[C:4]([NH:10][C:11](=[O:19])[C:12]2[CH:17]=[CH:16][C:15]([OH:18])=[CH:14][CH:13]=2)[C:5]([O:8][CH3:9])=[N:6][CH:7]=1.[B:20]1([B:20]2[O:24][C:23]([CH3:26])([CH3:25])[C:22]([CH3:28])([CH3:27])[O:21]2)[O:24][C:23]([CH3:26])([CH3:25])[C:22]([CH3:28])([CH3:27])[O:21]1.C([O-])(=O)C.[K+], predict the reaction product.